Dataset: Forward reaction prediction with 1.9M reactions from USPTO patents (1976-2016). Task: Predict the product of the given reaction. (1) Given the reactants [C:1]1([C:7]2[CH:12]=[C:11]([CH2:13][S:14]([N:17]3[CH2:22][CH2:21][O:20][CH2:19][CH2:18]3)(=[O:16])=[O:15])[CH:10]=[CH:9][C:8]=2[NH:23][C:24]([C:26]2[N:27](COCC[Si](C)(C)C)[CH:28]=[C:29]([C:31]#[N:32])[N:30]=2)=[O:25])[CH2:6][CH2:5][CH2:4][CH2:3][CH:2]=1.C(O)(C(F)(F)F)=O, predict the reaction product. The product is: [C:1]1([C:7]2[CH:12]=[C:11]([CH2:13][S:14]([N:17]3[CH2:22][CH2:21][O:20][CH2:19][CH2:18]3)(=[O:15])=[O:16])[CH:10]=[CH:9][C:8]=2[NH:23][C:24]([C:26]2[NH:27][CH:28]=[C:29]([C:31]#[N:32])[N:30]=2)=[O:25])[CH2:6][CH2:5][CH2:4][CH2:3][CH:2]=1. (2) The product is: [C:17]([O:19][CH:37]1[C:38]([OH:40])([CH3:39])[CH:34]([N:32]2[CH:31]=[C:30]3[C:21]([NH2:20])=[CH:22][C:23]4[C:24](=[O:44])[NH:25][N:26]=[CH:27][C:28]([C:29]=43)=[N:33]2)[O:35][CH:36]1[CH2:42][O:43][C:15](=[O:49])[CH3:10])(=[O:18])[CH3:16]. Given the reactants C1CCC(N=C=N[CH:10]2[CH2:15]CCCC2)CC1.[CH3:16][C:17]([OH:19])=[O:18].[NH2:20][C:21]1[C:30]2=[CH:31][N:32]([CH:34]3[C:38]([OH:40])([CH3:39])[CH:37](O)[CH:36]([CH2:42][OH:43])[O:35]3)[N:33]=[C:28]3[C:29]2=[C:23]([C:24](=[O:44])[NH:25][N:26]=[CH:27]3)[CH:22]=1.CN(C=[O:49])C, predict the reaction product. (3) The product is: [Cl:27][C:26]1[CH:25]=[CH:24][CH:23]=[C:22]([Cl:28])[C:21]=1[C:16]1[C:15]([C:13]([NH:12][C:7]2[CH:8]=[CH:9][CH:10]=[CH:11][C:6]=2[C:5]([OH:29])=[O:4])=[O:14])=[C:19]([CH3:20])[O:18][N:17]=1. Given the reactants C([O:4][C:5](=[O:29])[C:6]1[CH:11]=[CH:10][CH:9]=[CH:8][C:7]=1[NH:12][C:13]([C:15]1[C:16]([C:21]2[C:26]([Cl:27])=[CH:25][CH:24]=[CH:23][C:22]=2[Cl:28])=[N:17][O:18][C:19]=1[CH3:20])=[O:14])C=C.N1CCOCC1, predict the reaction product. (4) The product is: [C:19]([C:16]1[CH:17]=[CH:18][C:13]([CH2:12][NH:11][C:9](=[O:10])[CH:8]([C:5]2[CH:6]=[CH:7][C:2]([C:27]3[CH:28]=[CH:29][CH:30]=[CH:31][C:26]=3[O:25][CH3:24])=[CH:3][C:4]=2[F:23])[O:21][CH3:22])=[CH:14][CH:15]=1)#[N:20]. Given the reactants Br[C:2]1[CH:7]=[CH:6][C:5]([CH:8]([O:21][CH3:22])[C:9]([NH:11][CH2:12][C:13]2[CH:18]=[CH:17][C:16]([C:19]#[N:20])=[CH:15][CH:14]=2)=[O:10])=[C:4]([F:23])[CH:3]=1.[CH3:24][O:25][C:26]1[CH:31]=[CH:30][CH:29]=[CH:28][C:27]=1B(O)O, predict the reaction product. (5) Given the reactants [OH:1][C:2]1[CH:10]=[CH:9][C:5]([C:6]([OH:8])=[O:7])=[CH:4][CH:3]=1.[I-:11].[Na+].[OH-].[Na+].Cl[O-].[Na+].[O-]S([O-])(=S)=O.[Na+].[Na+].Cl, predict the reaction product. The product is: [OH:1][C:2]1[CH:10]=[CH:9][C:5]([C:6]([OH:8])=[O:7])=[CH:4][C:3]=1[I:11]. (6) Given the reactants C[O:2][C:3]([C:5]1([CH2:13][NH:14][C:15]([O:17][C:18]([CH3:21])([CH3:20])[CH3:19])=[O:16])[C:7]2([CH2:12][CH2:11][CH2:10][CH2:9][CH2:8]2)[CH2:6]1)=[O:4].O[Li].O, predict the reaction product. The product is: [C:18]([O:17][C:15]([NH:14][CH2:13][C:5]1([C:3]([OH:4])=[O:2])[C:7]2([CH2:12][CH2:11][CH2:10][CH2:9][CH2:8]2)[CH2:6]1)=[O:16])([CH3:21])([CH3:19])[CH3:20]. (7) Given the reactants Br[C:2]1[CH:7]=[CH:6][C:5]([C:8]([OH:17])([C:13]([F:16])([F:15])[F:14])[C:9]([F:12])([F:11])[F:10])=[CH:4][CH:3]=1.[N:18]1(C(OC(C)(C)C)=O)[CH2:23][CH2:22][NH:21][CH2:20][CH2:19]1.CC(C)([O-])C.[Na+].[ClH:37], predict the reaction product. The product is: [ClH:37].[ClH:37].[F:10][C:9]([F:12])([F:11])[C:8]([C:5]1[CH:6]=[CH:7][C:2]([N:18]2[CH2:23][CH2:22][NH:21][CH2:20][CH2:19]2)=[CH:3][CH:4]=1)([OH:17])[C:13]([F:16])([F:15])[F:14]. (8) Given the reactants [C:1](#[N:8])[C:2]1[CH:7]=[CH:6][CH:5]=[CH:4][CH:3]=1.C([O-])([O-])=O.[K+].[K+].Cl.[NH2:16][OH:17], predict the reaction product. The product is: [OH:17]/[N:16]=[C:1](\[NH2:8])/[C:2]1[CH:7]=[CH:6][CH:5]=[CH:4][CH:3]=1. (9) The product is: [C:33]1([CH:13]([C:7]2[CH:12]=[CH:11][CH:10]=[CH:9][CH:8]=2)[CH2:14][NH:15][C:16]2[N:24]=[C:23]([S:3]([CH3:39])(=[O:5])=[O:2])[N:22]=[C:21]3[C:17]=2[N:18]=[CH:19][N:20]3[CH:27]2[CH2:32][CH2:31][CH2:30][CH2:29][O:28]2)[CH:34]=[CH:35][CH:36]=[CH:37][CH:38]=1. Given the reactants O[O:2][S:3]([O-:5])=O.[K+].[C:7]1([CH:13]([C:33]2[CH:38]=[CH:37][CH:36]=[CH:35][CH:34]=2)[CH2:14][NH:15][C:16]2[N:24]=[C:23](SC)[N:22]=[C:21]3[C:17]=2[N:18]=[CH:19][N:20]3[CH:27]2[CH2:32][CH2:31][CH2:30][CH2:29][O:28]2)[CH:12]=[CH:11][CH:10]=[CH:9][CH:8]=1.[C:39](=O)([O-])O.[Na+], predict the reaction product. (10) Given the reactants [F:1][C:2]1[CH:3]=[C:4]([CH:7]=[CH:8][C:9]=1[O:10][CH3:11])[CH:5]=O.[C:12]([NH:15][NH2:16])([NH2:14])=[NH:13].[ClH:17], predict the reaction product. The product is: [ClH:17].[F:1][C:2]1[CH:3]=[C:4]([CH:7]=[CH:8][C:9]=1[O:10][CH3:11])[CH:5]=[N:16][NH:15][C:12]([NH2:14])=[NH:13].